From a dataset of Forward reaction prediction with 1.9M reactions from USPTO patents (1976-2016). Predict the product of the given reaction. (1) Given the reactants [Cl:1][C:2]1[CH:3]=[C:4]([C:9]2[CH:14]=[CH:13][CH:12]=[C:11]([CH2:15][NH:16][C:17](=[O:23])[O:18][C:19]([CH3:22])([CH3:21])[CH3:20])[CH:10]=2)[CH:5]=[C:6]([OH:8])[CH:7]=1.N1C=CC=CC=1.[S:30](O[S:30]([C:33]([F:36])([F:35])[F:34])(=[O:32])=[O:31])([C:33]([F:36])([F:35])[F:34])(=[O:32])=[O:31].C([O-])(O)=O.[Na+], predict the reaction product. The product is: [F:34][C:33]([F:36])([F:35])[S:30]([O:8][C:6]1[CH:5]=[C:4]([C:9]2[CH:14]=[CH:13][CH:12]=[C:11]([CH2:15][NH:16][C:17]([O:18][C:19]([CH3:20])([CH3:22])[CH3:21])=[O:23])[CH:10]=2)[CH:3]=[C:2]([Cl:1])[CH:7]=1)(=[O:32])=[O:31]. (2) Given the reactants C([O:3][C:4](=O)[CH2:5][N:6]1[C@H:11]([CH3:12])[CH2:10][CH2:9][CH2:8][C@@H:7]1[CH3:13])C.[NH2:15][NH2:16], predict the reaction product. The product is: [CH3:13][C@H:7]1[CH2:8][CH2:9][CH2:10][C@@H:11]([CH3:12])[N:6]1[CH2:5][C:4]([NH:15][NH2:16])=[O:3]. (3) Given the reactants [NH2:1][C:2]1[CH:3]=[CH:4][C:5]([CH3:12])=[C:6]([NH:8][C:9](=[O:11])C)[CH:7]=1.[H-].[Na+].[CH3:15][O:16][C:17]([C:19]1OC(Cl)=[N:21][CH:20]=1)=[O:18], predict the reaction product. The product is: [CH3:15][O:16][C:17]([C:19]1[O:11][C:9]([NH:8][C:6]2[CH:7]=[C:2]([NH2:1])[CH:3]=[CH:4][C:5]=2[CH3:12])=[N:21][CH:20]=1)=[O:18]. (4) The product is: [ClH:45].[CH:3]1([C:6]2[CH:15]=[C:14]3[C:9]([C:10]([CH3:44])=[CH:11][C:12](=[O:43])[N:13]3[CH2:16][CH2:17][N:18]3[CH2:23][CH2:22][CH:21]([NH:24][CH2:32][C:33]4[CH:42]=[CH:41][C:36]5[O:37][CH2:38][CH2:39][O:40][C:35]=5[CH:34]=4)[CH2:20][CH2:19]3)=[CH:8][CH:7]=2)[CH2:5][CH2:4]1. Given the reactants CO.[CH:3]1([C:6]2[CH:15]=[C:14]3[C:9]([C:10]([CH3:44])=[CH:11][C:12](=[O:43])[N:13]3[CH2:16][CH2:17][N:18]3[CH2:23][CH2:22][CH:21]([N:24]([CH2:32][C:33]4[CH:42]=[CH:41][C:36]5[O:37][CH2:38][CH2:39][O:40][C:35]=5[CH:34]=4)C(=O)OC(C)(C)C)[CH2:20][CH2:19]3)=[CH:8][CH:7]=2)[CH2:5][CH2:4]1.[ClH:45].C(OCC)(=O)C, predict the reaction product. (5) The product is: [CH2:23]([N:8]1[C:7]2[CH:6]=[C:5]3[CH:20]=[CH:21][CH:22]=[CH:23][C:4]3=[C:3]([O:2][CH3:1])[C:15]=2[C:14]2[C:13]([C:16]([O:18][CH3:19])=[O:17])=[CH:12][CH:11]=[CH:10][C:9]1=2)[C:4]1[CH:5]=[CH:6][CH:7]=[CH:15][CH:3]=1. Given the reactants [CH3:1][O:2][C:3]1[C:15]2[C:14]3[C:13]([C:16]([O:18][CH3:19])=[O:17])=[CH:12][CH:11]=[CH:10][C:9]=3[NH:8][C:7]=2[CH:6]=[C:5]2[CH:20]=[CH:21][CH:22]=[CH:23][C:4]=12.[H-].[Na+], predict the reaction product. (6) Given the reactants [CH2:1]([O:8][C:9]1[CH:18]=[C:17]2[C:12]([C:13]([O:19][C:20]3[CH:25]=[CH:24][C:23]([NH2:26])=[CH:22][C:21]=3[F:27])=[CH:14][CH:15]=[N:16]2)=[CH:11][C:10]=1[O:28][CH3:29])[C:2]1[CH:7]=[CH:6][CH:5]=[CH:4][CH:3]=1.[F:30][C:31]1[CH:36]=[CH:35][C:34]([N:37]2[C:42](=[O:43])[C:41]([C:44](O)=[O:45])=[CH:40][N:39]([CH2:47][CH3:48])[C:38]2=[O:49])=[CH:33][CH:32]=1, predict the reaction product. The product is: [CH2:1]([O:8][C:9]1[CH:18]=[C:17]2[C:12]([C:13]([O:19][C:20]3[CH:25]=[CH:24][C:23]([NH:26][C:44]([C:41]4[C:42](=[O:43])[N:37]([C:34]5[CH:35]=[CH:36][C:31]([F:30])=[CH:32][CH:33]=5)[C:38](=[O:49])[N:39]([CH2:47][CH3:48])[CH:40]=4)=[O:45])=[CH:22][C:21]=3[F:27])=[CH:14][CH:15]=[N:16]2)=[CH:11][C:10]=1[O:28][CH3:29])[C:2]1[CH:7]=[CH:6][CH:5]=[CH:4][CH:3]=1. (7) Given the reactants [CH2:1]([O:8][C:9]([N:11]1[CH2:15][CH2:14][CH2:13][C@H:12]1[C:16]1[N:17]=[C:18]2[C:23](Br)=[CH:22][CH:21]=[CH:20][N:19]2[CH:25]=1)=[O:10])[C:2]1[CH:7]=[CH:6][CH:5]=[CH:4][CH:3]=1.[CH3:26][O:27][C:28]1[CH:33]=[CH:32][CH:31]=[CH:30][C:29]=1B(O)O.C(=O)([O-])[O-].[K+].[K+], predict the reaction product. The product is: [CH2:1]([O:8][C:9]([N:11]1[CH2:15][CH2:14][CH2:13][C@H:12]1[C:16]1[N:17]=[C:18]2[C:23]([C:29]3[CH:30]=[CH:31][CH:32]=[CH:33][C:28]=3[O:27][CH3:26])=[CH:22][CH:21]=[CH:20][N:19]2[CH:25]=1)=[O:10])[C:2]1[CH:7]=[CH:6][CH:5]=[CH:4][CH:3]=1. (8) Given the reactants [CH2:1]([O:5][C:6]([C:8]1[N:9]=[C:10](Br)[C:11]2[C:16]([C:17]=1[OH:18])=[CH:15][CH:14]=[C:13]([O:19][C:20]1[CH:25]=[CH:24][C:23]([F:26])=[CH:22][CH:21]=1)[CH:12]=2)=[O:7])[CH2:2][CH2:3][CH3:4].C([O-])(=O)C.[Na+].CCOC(C)=O, predict the reaction product. The product is: [CH2:1]([O:5][C:6]([C:8]1[N:9]=[CH:10][C:11]2[C:16]([C:17]=1[OH:18])=[CH:15][CH:14]=[C:13]([O:19][C:20]1[CH:21]=[CH:22][C:23]([F:26])=[CH:24][CH:25]=1)[CH:12]=2)=[O:7])[CH2:2][CH2:3][CH3:4]. (9) Given the reactants ClCCCl.[N:5]([C:8]1[C:17]([C:18]2[CH:23]=[CH:22][C:21]([S:24]([N:27]3[CH2:32][CH2:31][O:30][CH2:29][CH2:28]3)(=[O:26])=[O:25])=[CH:20][CH:19]=2)=[N:16][C:15]([Br:33])=[CH:14][C:9]=1[C:10]([O:12][CH3:13])=[O:11])=[N+]=[N-], predict the reaction product. The product is: [Br:33][C:15]1[CH:14]=[C:9]([C:10]([O:12][CH3:13])=[O:11])[C:8]2[NH:5][C:19]3[CH:20]=[C:21]([S:24]([N:27]4[CH2:32][CH2:31][O:30][CH2:29][CH2:28]4)(=[O:26])=[O:25])[CH:22]=[CH:23][C:18]=3[C:17]=2[N:16]=1.